Dataset: Catalyst prediction with 721,799 reactions and 888 catalyst types from USPTO. Task: Predict which catalyst facilitates the given reaction. Reactant: FC(F)(F)C(O)=O.C(OC([N:15]1[C:20]2[CH:21]=[C:22]([Cl:25])[CH:23]=[CH:24][C:19]=2[O:18][CH:17]([C:26]([N:28]2[CH2:33][CH2:32][C:31]([CH2:35][C:36]3[CH:41]=[CH:40][C:39]([Cl:42])=[CH:38][CH:37]=3)([OH:34])[C:30]([CH3:44])([CH3:43])[CH2:29]2)=[O:27])[CH2:16]1)=O)(C)(C)C. Product: [Cl:42][C:39]1[CH:40]=[CH:41][C:36]([CH2:35][C:31]2([OH:34])[CH2:32][CH2:33][N:28]([C:26]([CH:17]3[CH2:16][NH:15][C:20]4[CH:21]=[C:22]([Cl:25])[CH:23]=[CH:24][C:19]=4[O:18]3)=[O:27])[CH2:29][C:30]2([CH3:44])[CH3:43])=[CH:37][CH:38]=1. The catalyst class is: 2.